The task is: Regression. Given a peptide amino acid sequence and an MHC pseudo amino acid sequence, predict their binding affinity value. This is MHC class I binding data.. This data is from Peptide-MHC class I binding affinity with 185,985 pairs from IEDB/IMGT. (1) The peptide sequence is DVKASMLEK. The MHC is HLA-A68:01 with pseudo-sequence HLA-A68:01. The binding affinity (normalized) is 0.745. (2) The peptide sequence is APTGDLPRA. The MHC is HLA-A03:01 with pseudo-sequence HLA-A03:01. The binding affinity (normalized) is 0.0847. (3) The peptide sequence is ASILSLETVK. The MHC is HLA-A68:01 with pseudo-sequence HLA-A68:01. The binding affinity (normalized) is 0.309. (4) The peptide sequence is RPAPARLPL. The MHC is HLA-B15:17 with pseudo-sequence HLA-B15:17. The binding affinity (normalized) is 0.0847. (5) The peptide sequence is KEVALLRTYC. The MHC is HLA-B44:03 with pseudo-sequence HLA-B44:03. The binding affinity (normalized) is 0.551. (6) The peptide sequence is PYDCKELRL. The MHC is HLA-A26:01 with pseudo-sequence HLA-A26:01. The binding affinity (normalized) is 0.0847. (7) The peptide sequence is ILKEPVHGV. The MHC is HLA-B15:03 with pseudo-sequence HLA-B15:03. The binding affinity (normalized) is 0.